Dataset: M1 muscarinic receptor antagonist screen with 61,756 compounds. Task: Binary Classification. Given a drug SMILES string, predict its activity (active/inactive) in a high-throughput screening assay against a specified biological target. The molecule is O=c1n(nc(c2c1cccc2)C(O)=O)c1cc(OC)ccc1. The result is 0 (inactive).